This data is from Catalyst prediction with 721,799 reactions and 888 catalyst types from USPTO. The task is: Predict which catalyst facilitates the given reaction. (1) Reactant: [Li]CCCC.Br[C:7]1[N:11]([CH3:12])[C:10]([CH3:13])=[N:9][CH:8]=1.[CH2:14]([O:21][C:22]1[C:23]([O:44][CH3:45])=[N:24][C:25]2[C:30]([C:31]=1[Cl:32])=[CH:29][C:28]([CH:33]([C:35]1[C:36]([CH3:42])=[N:37][N:38]([CH3:41])[C:39]=1[CH3:40])[OH:34])=[CH:27][C:26]=2[CH3:43])[C:15]1[CH:20]=[CH:19][CH:18]=[CH:17][CH:16]=1. Product: [CH2:14]([O:21][C:22]1[C:23]([O:44][CH3:45])=[N:24][C:25]2[C:30]([C:31]=1[Cl:32])=[CH:29][C:28]([C:33]([C:7]1[N:11]([CH3:12])[C:10]([CH3:13])=[N:9][CH:8]=1)([C:35]1[C:36]([CH3:42])=[N:37][N:38]([CH3:41])[C:39]=1[CH3:40])[OH:34])=[CH:27][C:26]=2[CH3:43])[C:15]1[CH:16]=[CH:17][CH:18]=[CH:19][CH:20]=1. The catalyst class is: 1. (2) Reactant: [F:1][C:2]1[C:9]([F:10])=[CH:8][C:5]([C:6]#[N:7])=[C:4]([O:11][C:12]2[CH:17]=[CH:16][CH:15]=[CH:14][N:13]=2)[CH:3]=1. Product: [F:1][C:2]1[C:9]([F:10])=[CH:8][C:5]([CH2:6][NH2:7])=[C:4]([O:11][C:12]2[CH:17]=[CH:16][CH:15]=[CH:14][N:13]=2)[CH:3]=1. The catalyst class is: 181. (3) Reactant: [Cl:1][C:2]1[CH:9]=[CH:8][C:5]([CH:6]=O)=[CH:4][C:3]=1[O:10][CH3:11].[N+:12]([CH3:15])([O-:14])=[O:13].[OH-].[Na+]. Product: [Cl:1][C:2]1[CH:9]=[CH:8][C:5]([CH:6]=[CH:15][N+:12]([O-:14])=[O:13])=[CH:4][C:3]=1[O:10][CH3:11]. The catalyst class is: 8. (4) Product: [Cl:1][C:2]1[CH:29]=[CH:28][C:5]([CH2:6][N:7]2[C:12](=[O:13])[C:11]([CH2:14][OH:15])=[N:10][N:9]([C:17]3[CH:18]=[C:19]([NH:23][C:24](=[O:26])[CH3:25])[CH:20]=[CH:21][CH:22]=3)[C:8]2=[O:27])=[CH:4][CH:3]=1. The catalyst class is: 20. Reactant: [Cl:1][C:2]1[CH:29]=[CH:28][C:5]([CH2:6][N:7]2[C:12](=[O:13])[C:11]([C:14](O)=[O:15])=[N:10][N:9]([C:17]3[CH:22]=[CH:21][CH:20]=[C:19]([NH:23][C:24](=[O:26])[CH3:25])[CH:18]=3)[C:8]2=[O:27])=[CH:4][CH:3]=1.C(N(C(C)C)CC)(C)C.ClC(OCC)=O.[BH4-].[Na+]. (5) Reactant: [O-]CC.[Na+].C1(C)C=CC=CC=1.[C:12]([O:15][CH2:16][CH3:17])(=[O:14])[CH3:13].C[O:19][C:20]([C:22]1[CH:27]=[CH:26][CH:25]=[C:24]([CH3:28])[N:23]=1)=O. Product: [CH2:16]([O:15][C:12](=[O:14])[CH2:13][C:20]([C:22]1[CH:27]=[CH:26][CH:25]=[C:24]([CH3:28])[N:23]=1)=[O:19])[CH3:17]. The catalyst class is: 15. (6) Reactant: [O:1]=[C:2]1[C:10]2[C:5](=[CH:6][CH:7]=[CH:8][CH:9]=2)[C:4](=[O:11])[N:3]1[CH2:12][CH:13]=[O:14].CN1CCC[C:17]1=[O:21].[CH:22]1(C=O)[CH2:27][CH2:26][CH2:25][CH2:24][CH2:23]1.N1CCC[C@H]1C(O)=O. Product: [CH:22]1([C@H:13]([OH:14])[C@H:12]([N:3]2[C:4](=[O:11])[C:5]3[C:10](=[CH:9][CH:8]=[CH:7][CH:6]=3)[C:2]2=[O:1])[CH:17]=[O:21])[CH2:27][CH2:26][CH2:25][CH2:24][CH2:23]1. The catalyst class is: 6. (7) Reactant: [ClH:1].[NH2:2][CH:3]1[CH2:8][CH2:7][N:6]([C:9](=[O:18])[CH2:10][CH2:11][C:12]2[N:13]([CH3:17])[CH:14]=[CH:15][N:16]=2)[CH2:5][CH2:4]1. Product: [ClH:1].[NH2:2][CH:3]1[CH2:8][CH2:7][N:6]([C:9](=[O:18])[CH2:10][CH2:11][C:12]2[N:13]([CH3:17])[CH:14]=[CH:15][N:16]=2)[CH2:5][CH2:4]1. The catalyst class is: 27. (8) Reactant: [C:1]([O:5][C:6]([NH:8][C:9]1[C:18]2[C:13](=[CH:14][CH:15]=[CH:16][CH:17]=2)[C:12]([OH:19])=[CH:11][CH:10]=1)=[O:7])([CH3:4])([CH3:3])[CH3:2].C(=O)([O-])[O-].[K+].[K+].Br[CH2:27][CH2:28][Cl:29].C(OCC)(=O)C. Product: [C:1]([O:5][C:6](=[O:7])[NH:8][C:9]1[C:18]2[C:13](=[CH:14][CH:15]=[CH:16][CH:17]=2)[C:12]([O:19][CH2:27][CH2:28][Cl:29])=[CH:11][CH:10]=1)([CH3:4])([CH3:2])[CH3:3]. The catalyst class is: 10. (9) Reactant: [CH3:1][C:2]1[N:7]=[CH:6][C:5]([CH:8](O)[CH3:9])=[CH:4][N:3]=1.C1C=CC(OP(OC2C=CC=CC=2)([N:20]=[N+:21]=[N-:22])=O)=CC=1.N12CCCN=C1CCCCC2. Product: [N:20]([CH:8]([C:5]1[CH:4]=[N:3][C:2]([CH3:1])=[N:7][CH:6]=1)[CH3:9])=[N+:21]=[N-:22]. The catalyst class is: 260.